From a dataset of Full USPTO retrosynthesis dataset with 1.9M reactions from patents (1976-2016). Predict the reactants needed to synthesize the given product. (1) Given the product [CH2:1]([S:8][C:9]1[CH:10]=[C:11]2[C:16](=[CH:17][CH:18]=1)[C:15]([Cl:22])=[N:14][CH:13]=[C:12]2[O:20][CH3:21])[C:2]1[CH:7]=[CH:6][CH:5]=[CH:4][CH:3]=1, predict the reactants needed to synthesize it. The reactants are: [CH2:1]([S:8][C:9]1[CH:10]=[C:11]2[C:16](=[CH:17][CH:18]=1)[C:15](=O)[NH:14][CH:13]=[C:12]2[O:20][CH3:21])[C:2]1[CH:7]=[CH:6][CH:5]=[CH:4][CH:3]=1.[Cl:22]CCCl.O=P(Cl)(Cl)Cl. (2) Given the product [F:29][C:26]1[CH:25]=[CH:24][C:23]([CH2:22][CH:21]([OH:30])[CH2:20][CH2:19][CH:14]2[CH2:15][CH2:16][C:17](=[O:18])[N:13]2[CH2:12][CH2:11][CH2:10][C:7]2[CH:8]=[CH:9][C:4]([C:3]([OH:31])=[O:2])=[CH:5][CH:6]=2)=[CH:28][CH:27]=1, predict the reactants needed to synthesize it. The reactants are: C[O:2][C:3](=[O:31])[C:4]1[CH:9]=[CH:8][C:7]([CH2:10][CH2:11][CH2:12][N:13]2[C:17](=[O:18])[CH2:16][CH2:15][CH:14]2[CH2:19][CH2:20][CH:21]([OH:30])[CH2:22][C:23]2[CH:28]=[CH:27][C:26]([F:29])=[CH:25][CH:24]=2)=[CH:6][CH:5]=1.[OH-].[Na+]. (3) Given the product [P:1]([O-:35])([O-:34])([O:3][CH2:4][N:5]1[C:9]2[CH:10]=[C:11]([NH:14][C:15]3[C:20]([CH3:21])=[CH:19][N:18]=[C:17]([NH:22][C:23]4[CH:28]=[C:27]([CH3:29])[C:26]([F:30])=[C:25]([O:31][CH3:32])[CH:24]=4)[N:16]=3)[CH:12]=[CH:13][C:8]=2[O:7][C:6]1=[O:33])=[O:2].[Na+:37].[Na+:37], predict the reactants needed to synthesize it. The reactants are: [P:1]([OH:35])([OH:34])([O:3][CH2:4][N:5]1[C:9]2[CH:10]=[C:11]([NH:14][C:15]3[C:20]([CH3:21])=[CH:19][N:18]=[C:17]([NH:22][C:23]4[CH:28]=[C:27]([CH3:29])[C:26]([F:30])=[C:25]([O:31][CH3:32])[CH:24]=4)[N:16]=3)[CH:12]=[CH:13][C:8]=2[O:7][C:6]1=[O:33])=[O:2].[OH-].[Na+:37]. (4) Given the product [C:1]([N:4]1[CH2:9][CH2:8][N:7]([C:10]2[CH:11]=[CH:12][C:13]([NH:16][C:17](=[O:27])[CH2:18][C:19]3[CH:24]=[C:23]([F:25])[C:22]([C:33]4[CH:32]=[CH:31][N:30]=[C:29]([CH3:28])[CH:34]=4)=[N:21][CH:20]=3)=[N:14][CH:15]=2)[CH2:6][CH2:5]1)(=[O:3])[CH3:2], predict the reactants needed to synthesize it. The reactants are: [C:1]([N:4]1[CH2:9][CH2:8][N:7]([C:10]2[CH:11]=[CH:12][C:13]([NH:16][C:17](=[O:27])[CH2:18][C:19]3[CH:20]=[N:21][C:22](Cl)=[C:23]([F:25])[CH:24]=3)=[N:14][CH:15]=2)[CH2:6][CH2:5]1)(=[O:3])[CH3:2].[CH3:28][C:29]1[CH:34]=[C:33](B2OC(C)(C)C(C)(C)O2)[CH:32]=[CH:31][N:30]=1.C([O-])([O-])=O.[Na+].[Na+].C1(C)C=CC=CC=1. (5) Given the product [N:8]1([CH2:7][CH2:6][CH2:5][CH2:4][CH2:3][CH2:2][N:31]2[CH2:32][CH2:33][CH:28]([C:24]3[CH:23]=[C:22]([NH:21][C:19](=[O:20])[CH:18]([CH3:17])[CH3:34])[CH:27]=[CH:26][CH:25]=3)[CH2:29][CH2:30]2)[C:16]2[C:11](=[CH:12][CH:13]=[CH:14][CH:15]=2)[CH:10]=[CH:9]1, predict the reactants needed to synthesize it. The reactants are: Cl[CH2:2][CH2:3][CH2:4][CH2:5][CH2:6][CH2:7][N:8]1[C:16]2[C:11](=[CH:12][CH:13]=[CH:14][CH:15]=2)[CH:10]=[CH:9]1.[CH3:17][CH:18]([CH3:34])[C:19]([NH:21][C:22]1[CH:27]=[CH:26][CH:25]=[C:24]([CH:28]2[CH2:33][CH2:32][NH:31][CH2:30][CH2:29]2)[CH:23]=1)=[O:20].C([O-])([O-])=O.[K+].[K+].[Na+].[I-].